This data is from Reaction yield outcomes from USPTO patents with 853,638 reactions. The task is: Predict the reaction yield, written as a fraction of the theoretical maximum amount of product (1.0 means a 100% yield; for example, 0.34 means a 34% yield). (1) The reactants are [CH2:1]([O:8][CH:9]1[CH2:12][CH:11]([C:13](Cl)=[O:14])[CH2:10]1)[C:2]1[CH:7]=[CH:6][CH:5]=[CH:4][CH:3]=1.[C:16]1([CH2:22][CH2:23][OH:24])[CH:21]=[CH:20][CH:19]=[CH:18][CH:17]=1.N1C=CC=CC=1. The catalyst is C(Cl)Cl.CCOCC. The product is [CH2:1]([O:8][CH:9]1[CH2:12][CH:11]([C:13]([O:24][CH2:23][CH2:22][C:16]2[CH:21]=[CH:20][CH:19]=[CH:18][CH:17]=2)=[O:14])[CH2:10]1)[C:2]1[CH:7]=[CH:6][CH:5]=[CH:4][CH:3]=1. The yield is 0.830. (2) The reactants are [Br:1][C:2]1[CH:7]=[CH:6][C:5](I)=[C:4]([F:9])[CH:3]=1.[Br-].[N:11]1[CH:16]=[CH:15][CH:14]=[CH:13][C:12]=1[Zn+].CCCCCC. The catalyst is C1COCC1.CCOC(C)=O.C1C=CC([P]([Pd]([P](C2C=CC=CC=2)(C2C=CC=CC=2)C2C=CC=CC=2)([P](C2C=CC=CC=2)(C2C=CC=CC=2)C2C=CC=CC=2)[P](C2C=CC=CC=2)(C2C=CC=CC=2)C2C=CC=CC=2)(C2C=CC=CC=2)C2C=CC=CC=2)=CC=1. The product is [Br:1][C:2]1[CH:7]=[CH:6][C:5]([C:12]2[CH:13]=[CH:14][CH:15]=[CH:16][N:11]=2)=[C:4]([F:9])[CH:3]=1. The yield is 0.500. (3) The yield is 0.600. The reactants are C(OC1C=CC=CC=1CN(CC1C=CC=CN=1)CCCCCCC1CCC(C2C=CC=CC=2OC)CC1)(C)(C)C.Br[CH2:42][CH2:43][CH2:44][CH2:45][CH2:46][CH2:47][N:48]([CH2:56][C:57]1[CH:62]=[CH:61][CH:60]=[CH:59][C:58]=1[O:63][C:64]([CH3:67])([CH3:66])[CH3:65])[CH2:49][C:50]1[CH:55]=[CH:54][CH:53]=[CH:52][N:51]=1.[CH3:68][O:69][C:70]1[CH:71]=[C:72]2[C:76](=[CH:77][C:78]=1[O:79][CH3:80])[CH2:75][NH:74][CH2:73]2. The product is [C:64]([O:63][C:58]1[CH:59]=[CH:60][CH:61]=[CH:62][C:57]=1[CH2:56][N:48]([CH2:49][C:50]1[CH:55]=[CH:54][CH:53]=[CH:52][N:51]=1)[CH2:47][CH2:46][CH2:45][CH2:44][CH2:43][CH2:42][N:74]1[CH2:75][C:76]2[C:72](=[CH:71][C:70]([O:69][CH3:68])=[C:78]([O:79][CH3:80])[CH:77]=2)[CH2:73]1)([CH3:67])([CH3:66])[CH3:65]. No catalyst specified. (4) The catalyst is CN(C=O)C. The yield is 0.530. The reactants are [F:1][C:2]1[C:7]([O:8][CH3:9])=[CH:6][CH:5]=[CH:4][C:3]=1[CH:10]([C:23]1([C:26]([F:29])([F:28])[F:27])CO1)[CH2:11][NH:12][C:13]1[CH:22]=[CH:21][CH:20]=[C:19]2[C:14]=1[CH:15]=[CH:16]C=[N:18]2.[C:30](=[O:33])([O-])[O-].[Cs+].[Cs+].C(S)C. The product is [F:1][C:2]1[C:7]([O:8][CH3:9])=[CH:6][CH:5]=[CH:4][C:3]=1[CH:10]([C:11]1[CH:16]=[CH:15][C:14]2[C:19]([NH2:18])=[CH:20][CH:21]=[CH:22][C:13]=2[N:12]=1)[C:23]1([C:26]([F:29])([F:28])[F:27])[CH2:30][O:33]1. (5) The reactants are [CH3:1][CH:2]1[CH2:6][CH2:5][C:4]2([CH2:11][CH:10]([CH3:12])[CH:9]=[C:8]([CH3:13])[CH2:7]2)[C:3]1=[O:14].[H-].[H-].[H-].[H-].[Li+].[Al+3]. No catalyst specified. The product is [CH3:1][CH:2]1[CH2:6][CH2:5][C:4]2([CH2:11][CH:10]([CH3:12])[CH:9]=[C:8]([CH3:13])[CH2:7]2)[CH:3]1[OH:14]. The yield is 0.870. (6) The reactants are [NH2:1][CH2:2][CH2:3][NH:4][C:5]([C@:7]12[CH2:42][CH2:41][C@@H:40]([C:43]([CH3:45])=[CH2:44])[C@@H:8]1[C@@H:9]1[C@@:22]([CH3:25])([CH2:23][CH2:24]2)[C@@:21]2([CH3:26])[C@@H:12]([C@:13]3([CH3:39])[C@@H:18]([CH2:19][CH2:20]2)[C:17]([CH3:28])([CH3:27])[C:16]([C:29]2[CH:38]=[CH:37][C:32]([C:33]([O:35][CH3:36])=[O:34])=[CH:31][CH:30]=2)=[CH:15][CH2:14]3)[CH2:11][CH2:10]1)=[O:6].Br[CH2:47][C:48]([O:50][CH3:51])=[O:49].C(=O)([O-])[O-:53].[K+].[K+].[O:58]1[CH2:63]CO[CH2:60][CH2:59]1. The catalyst is C(#N)C. The product is [CH3:36][O:35][C:33]([C:32]1[CH:31]=[CH:30][C:29]([C:16]2[C:17]([CH3:27])([CH3:28])[C@H:18]3[C@:13]([CH3:39])([CH2:14][CH:15]=2)[C@@H:12]2[C@:21]([CH3:26])([C@@:22]4([CH3:25])[C@H:9]([CH2:10][CH2:11]2)[C@H:8]2[C@H:40]([C:43]([CH3:45])=[CH2:44])[CH2:41][CH2:42][C@:7]2([C:5]([NH:4][CH2:3][CH2:2][N:1]([CH2:60][C:59]([O:58][CH3:63])=[O:53])[CH2:47][C:48]([O:50][CH3:51])=[O:49])=[O:6])[CH2:24][CH2:23]4)[CH2:20][CH2:19]3)=[CH:38][CH:37]=1)=[O:34]. The yield is 0.690. (7) The reactants are Cl[CH2:2][CH2:3][CH2:4][O:5][C:6]1[CH:14]=[C:13]2[C:9]([C:10]([C:16]3[N:24]([S:25]([C:28]4[CH:33]=[CH:32][C:31]([CH3:34])=[CH:30][CH:29]=4)(=[O:27])=[O:26])[C:19]4=[N:20][CH:21]=[CH:22][CH:23]=[C:18]4[CH:17]=3)=[CH:11][N:12]2[CH3:15])=[CH:8][C:7]=1[O:35][CH3:36].[I-:37].[Na+].C1CCCCC1.C(OCC)(=O)C. The catalyst is C(C(C)=O)C.ClCCl. The product is [I:37][CH2:2][CH2:3][CH2:4][O:5][C:6]1[CH:14]=[C:13]2[C:9]([C:10]([C:16]3[N:24]([S:25]([C:28]4[CH:33]=[CH:32][C:31]([CH3:34])=[CH:30][CH:29]=4)(=[O:27])=[O:26])[C:19]4=[N:20][CH:21]=[CH:22][CH:23]=[C:18]4[CH:17]=3)=[CH:11][N:12]2[CH3:15])=[CH:8][C:7]=1[O:35][CH3:36]. The yield is 0.750. (8) The reactants are Cl[C:2]1[N:7]=[C:6]([N:8]([CH2:28][CH2:29][CH3:30])[CH2:9][CH2:10][CH2:11][O:12][C:13]2[CH:14]=[C:15]3[C:19](=[CH:20][CH:21]=2)[C@H:18]([CH2:22][C:23]([O:25]CC)=[O:24])[CH2:17][CH2:16]3)[C:5]([CH3:31])=[CH:4][N:3]=1.[CH2:32]([C:34]1[CH:39]=[CH:38][C:37](B(O)O)=[CH:36][CH:35]=1)[CH3:33].C(Cl)Cl.C([O-])([O-])=O.[Na+].[Na+].[Li+].[OH-].Cl. The catalyst is C1C=CC(P(C2C=CC=CC=2)[C-]2C=CC=C2)=CC=1.C1C=CC(P(C2C=CC=CC=2)[C-]2C=CC=C2)=CC=1.Cl[Pd]Cl.[Fe+2].O1CCOCC1.C1(C)C=CC=CC=1. The product is [CH2:32]([C:34]1[CH:39]=[CH:38][C:37]([C:2]2[N:7]=[C:6]([N:8]([CH2:28][CH2:29][CH3:30])[CH2:9][CH2:10][CH2:11][O:12][C:13]3[CH:14]=[C:15]4[C:19](=[CH:20][CH:21]=3)[C@H:18]([CH2:22][C:23]([OH:25])=[O:24])[CH2:17][CH2:16]4)[C:5]([CH3:31])=[CH:4][N:3]=2)=[CH:36][CH:35]=1)[CH3:33]. The yield is 0.210. (9) The reactants are [CH3:1][S:2](Cl)(=[O:4])=[O:3].[C:6]1([CH3:23])[CH:11]=[CH:10][CH:9]=[CH:8][C:7]=1[C:12]1[C:13]2[CH:22]=[CH:21][CH:20]=[CH:19][C:14]=2[S:15][C:16]=1[CH2:17][OH:18].CCN(C(C)C)C(C)C. The catalyst is C(Cl)Cl. The product is [CH3:1][S:2]([O:18][CH2:17][C:16]1[S:15][C:14]2[CH:19]=[CH:20][CH:21]=[CH:22][C:13]=2[C:12]=1[C:7]1[CH:8]=[CH:9][CH:10]=[CH:11][C:6]=1[CH3:23])(=[O:4])=[O:3]. The yield is 0.750.